From a dataset of Reaction yield outcomes from USPTO patents with 853,638 reactions. Predict the reaction yield, written as a fraction of the theoretical maximum amount of product (1.0 means a 100% yield; for example, 0.34 means a 34% yield). The reactants are [CH3:1][O:2][CH2:3][CH2:4][O:5][C:6]1[CH:7]=[C:8]2[C:12](=[C:13]([N:15]([CH3:25])[S:16]([C:19]3[CH:24]=[CH:23][CH:22]=[CH:21][N:20]=3)(=[O:18])=[O:17])[CH:14]=1)[NH:11][C:10]([C:26]([OH:28])=O)=[CH:9]2.[CH2:29]([S:36][C:37]1([CH2:43][NH2:44])[CH2:42][CH2:41][O:40][CH2:39][CH2:38]1)[C:30]1[CH:35]=[CH:34][CH:33]=[CH:32][CH:31]=1.N1(O)C2C=CC=CC=2N=N1.Cl.CN(C)CCCN=C=NCC. The catalyst is CCCCCC.C(OCC)(=O)C.CN(C)C=O. The product is [CH2:29]([S:36][C:37]1([CH2:43][NH:44][C:26]([C:10]2[NH:11][C:12]3[C:8]([CH:9]=2)=[CH:7][C:6]([O:5][CH2:4][CH2:3][O:2][CH3:1])=[CH:14][C:13]=3[N:15]([CH3:25])[S:16]([C:19]2[CH:24]=[CH:23][CH:22]=[CH:21][N:20]=2)(=[O:17])=[O:18])=[O:28])[CH2:42][CH2:41][O:40][CH2:39][CH2:38]1)[C:30]1[CH:31]=[CH:32][CH:33]=[CH:34][CH:35]=1. The yield is 0.900.